The task is: Predict the product of the given reaction.. This data is from Forward reaction prediction with 1.9M reactions from USPTO patents (1976-2016). (1) Given the reactants [C:1]([O-:4])([O-])=O.[Cs+].[Cs+].F[C:8]1[CH:23]=[CH:22][C:21]([O:24][C:25]([F:28])([F:27])[F:26])=[CH:20][C:9]=1[C:10]([NH:12][C:13]1[CH:18]=[CH:17][NH:16][C:15](=[O:19])[CH:14]=1)=[O:11].[F:29][C:30]1[CH:35]=[CH:34][C:33](O)=[CH:32][C:31]=1C, predict the reaction product. The product is: [F:29][C:30]1[CH:35]=[CH:34][C:1]([O:4][C:8]2[CH:23]=[CH:22][C:21]([O:24][C:25]([F:28])([F:27])[F:26])=[CH:20][C:9]=2[C:10]([NH:12][C:13]2[CH:18]=[CH:17][NH:16][C:15](=[O:19])[CH:14]=2)=[O:11])=[C:32]([CH3:33])[CH:31]=1. (2) Given the reactants Br[CH2:2][C:3]1[CH:28]=[CH:27][C:6]2[N:7]3[C:24]([C:25]#[N:26])=[CH:23][CH:22]=[C:8]3[C:9]3([CH2:15][CH2:14][N:13](C(=O)C(F)(F)F)[CH2:12][CH2:11]3)[O:10][C:5]=2[CH:4]=1.[CH3:29][O-:30].[Na+], predict the reaction product. The product is: [CH3:29][O:30][CH2:2][C:3]1[CH:28]=[CH:27][C:6]2[N:7]3[C:24]([C:25]#[N:26])=[CH:23][CH:22]=[C:8]3[C:9]3([CH2:11][CH2:12][NH:13][CH2:14][CH2:15]3)[O:10][C:5]=2[CH:4]=1. (3) Given the reactants [CH2:1]([O:3][C:4](=[O:22])[NH:5][CH:6]1[CH2:9][C:8]2([CH2:14][CH2:13][N:12]([C:15]3[CH:20]=[CH:19][C:18](Br)=[CH:17][N:16]=3)[CH2:11][CH2:10]2)[CH2:7]1)[CH3:2].O[C:24]([C:27](O)(C)C)([CH3:26])[CH3:25].CC(C)=CB([O-])[O-].C(=O)([O-])[O-].[Cs+].[Cs+].O1CCCC1, predict the reaction product. The product is: [CH2:1]([O:3][C:4](=[O:22])[NH:5][CH:6]1[CH2:9][C:8]2([CH2:14][CH2:13][N:12]([C:15]3[CH:20]=[CH:19][C:18]([CH:25]=[C:24]([CH3:27])[CH3:26])=[CH:17][N:16]=3)[CH2:11][CH2:10]2)[CH2:7]1)[CH3:2].